Dataset: Forward reaction prediction with 1.9M reactions from USPTO patents (1976-2016). Task: Predict the product of the given reaction. (1) Given the reactants [CH2:1]([O:3][C:4]12[CH2:11][O:10][CH2:9][CH:8]1[S:7][C:6]([NH2:12])=[N:5]2)[CH3:2].[CH2:13]([O:15][C:16]1[CH:24]=[CH:23][CH:22]=[CH:21][C:17]=1[C:18](Cl)=[O:19])[CH3:14], predict the reaction product. The product is: [CH2:13]([O:15][C:16]1[CH:24]=[CH:23][CH:22]=[CH:21][C:17]=1[C:18]([N:12]=[C:6]1[N:5]([CH2:2][CH2:1][O:3][CH3:4])[C:4]2([O:3][CH2:1][CH3:2])[CH2:11][O:10][CH2:9][CH:8]2[S:7]1)=[O:19])[CH3:14]. (2) Given the reactants [C:1]([O:5][C:6]([NH:8][C@H:9]1[CH2:23][CH2:22][N:21]([S:24]([C:27]2[CH:32]=[CH:31][CH:30]=[CH:29][C:28]=2[N+:33]([O-:35])=[O:34])(=[O:26])=[O:25])[CH2:20][CH2:19][CH:18]=[CH:17][C@@H:16]2[CH2:36][C@@:15]2([C:37](O)=[O:38])[NH:14][C:13](=[O:40])[C@@H:12]2[CH2:41][C@@H:42]([O:44][C:45]([N:47]3[CH2:55][C:54]4[C:49](=[CH:50][CH:51]=[CH:52][C:53]=4[F:56])[CH2:48]3)=[O:46])[CH2:43][N:11]2[C:10]1=[O:57])=[O:7])([CH3:4])([CH3:3])[CH3:2].N1(C(N2C=CN=C2)=O)C=CN=C1.[CH:70]1([S:73]([NH2:76])(=[O:75])=[O:74])[CH2:72][CH2:71]1.C1CCN2C(=NCCC2)CC1.S([O-])(O)(=O)=O.[K+], predict the reaction product. The product is: [F:56][C:53]1[CH:52]=[CH:51][CH:50]=[C:49]2[C:54]=1[CH2:55][N:47]([C:45]([O:44][C@H:42]1[CH2:43][N:11]3[C@H:12]([C:13](=[O:40])[NH:14][C@:15]4([C:37](=[O:38])[NH:76][S:73]([CH:70]5[CH2:72][CH2:71]5)(=[O:75])=[O:74])[CH2:36][C@H:16]4[CH:17]=[CH:18][CH2:19][CH2:20][N:21]([S:24]([C:27]4[CH:32]=[CH:31][CH:30]=[CH:29][C:28]=4[N+:33]([O-:35])=[O:34])(=[O:26])=[O:25])[CH2:22][CH2:23][C@H:9]([NH:8][C:6]([O:5][C:1]([CH3:4])([CH3:3])[CH3:2])=[O:7])[C:10]3=[O:57])[CH2:41]1)=[O:46])[CH2:48]2. (3) Given the reactants [Si:1]([O:8][CH:9]1[CH2:14][CH2:13][CH:12]([N:15]2[CH:19]=[C:18]([I:20])[CH:17]=[N:16]2)[CH2:11][CH2:10]1)([C:4]([CH3:7])([CH3:6])[CH3:5])([CH3:3])[CH3:2].C1COCC1.[Li+].CC([N-]C(C)C)C.C1CCCCC1.[F:40]N(S(C1C=CC=CC=1)(=O)=O)S(C1C=CC=CC=1)(=O)=O.[NH4+].[Cl-], predict the reaction product. The product is: [Si:1]([O:8][C@H:9]1[CH2:14][CH2:13][C@H:12]([N:15]2[C:19]([F:40])=[C:18]([I:20])[CH:17]=[N:16]2)[CH2:11][CH2:10]1)([C:4]([CH3:7])([CH3:5])[CH3:6])([CH3:3])[CH3:2]. (4) Given the reactants [F:1][C:2]1[N:7]=[CH:6][C:5]([NH2:8])=[CH:4][CH:3]=1.C([Mg]Cl)(C)C.[O:14]=[C:15]1[NH:20][N:19]=[C:18]([NH:21][C:22]2[C:23]3[CH2:40][CH2:39][CH2:38][C:24]=3[N:25]=[C:26]([N:28]3[CH2:32][CH2:31][CH2:30][C@H:29]3[C:33](OCC)=[O:34])[N:27]=2)[CH:17]=[CH:16]1, predict the reaction product. The product is: [F:1][C:2]1[N:7]=[CH:6][C:5]([NH:8][C:33]([C@@H:29]2[CH2:30][CH2:31][CH2:32][N:28]2[C:26]2[N:27]=[C:22]([NH:21][C:18]3[CH:17]=[CH:16][C:15](=[O:14])[NH:20][N:19]=3)[C:23]3[CH2:40][CH2:39][CH2:38][C:24]=3[N:25]=2)=[O:34])=[CH:4][CH:3]=1. (5) Given the reactants [CH3:1][C:2]1[N:7]=[C:6]([C:8]2[CH:13]=[CH:12][CH:11]=[C:10]([C:14]3[CH:15]=[C:16]([S:20](O)(=[O:22])=[O:21])[CH:17]=[CH:18][CH:19]=3)[N:9]=2)[CH:5]=[C:4]([C:24]2[CH:29]=[CH:28][C:27]([C:30]([F:33])([F:32])[F:31])=[CH:26][CH:25]=2)[CH:3]=1.S(Cl)([Cl:36])=O.C([O-])(O)=O.[Na+], predict the reaction product. The product is: [CH3:1][C:2]1[N:7]=[C:6]([C:8]2[CH:13]=[CH:12][CH:11]=[C:10]([C:14]3[CH:15]=[C:16]([S:20]([Cl:36])(=[O:22])=[O:21])[CH:17]=[CH:18][CH:19]=3)[N:9]=2)[CH:5]=[C:4]([C:24]2[CH:29]=[CH:28][C:27]([C:30]([F:33])([F:32])[F:31])=[CH:26][CH:25]=2)[CH:3]=1. (6) The product is: [C:32]([O:31][CH2:30][CH2:29][O:28][CH2:27][CH2:26][N:23]1[CH2:24][CH2:25][N:20]([C:18]2[C:13]3[CH:14]=[CH:15][CH:16]=[CH:17][C:12]=3[S:11][C:6]3[CH:7]=[CH:8][CH:9]=[CH:10][C:5]=3[N:1]=2)[CH2:21][CH2:22]1)(=[O:34])[CH3:33]. Given the reactants [NH:1]([C:5]1[CH:10]=[CH:9][CH:8]=[CH:7][C:6]=1[S:11][C:12]1[CH:17]=[CH:16][CH:15]=[CH:14][C:13]=1[C:18]([N:20]1[CH2:25][CH2:24][N:23]([CH2:26][CH2:27][O:28][CH2:29][CH2:30][O:31][C:32](=[O:34])[CH3:33])[CH2:22][CH2:21]1)=O)C(C)=O, predict the reaction product. (7) Given the reactants [OH:1][C:2]1[CH:10]=[C:6]([C:7]([OH:9])=[O:8])[C:5]([NH2:11])=[CH:4][CH:3]=1.Cl[C:13]([O:16]C(=O)OC(Cl)(Cl)Cl)(Cl)Cl, predict the reaction product. The product is: [OH:1][C:2]1[CH:3]=[CH:4][C:5]2[NH:11][C:13](=[O:16])[O:8][C:7](=[O:9])[C:6]=2[CH:10]=1. (8) Given the reactants [Cl:1][CH2:2][C:3](Cl)=O.[NH2:6][C:7]1[CH:12]=[CH:11][CH:10]=[CH:9][C:8]=1[SH:13], predict the reaction product. The product is: [Cl:1][CH2:2][C:3]1[S:13][C:8]2[CH:9]=[CH:10][CH:11]=[CH:12][C:7]=2[N:6]=1. (9) Given the reactants Cl.[Cl:2][C:3]1[C:4]([S:11][CH2:12][CH2:13][CH2:14][Cl:15])=[C:5]([NH:9]N)[CH:6]=[CH:7][CH:8]=1.O.Cl.[NH:18]1[CH2:23][CH2:22][C:21](=O)[CH2:20][CH2:19]1.Cl, predict the reaction product. The product is: [ClH:2].[Cl:2][C:3]1[CH:8]=[CH:7][C:6]2[C:20]3[CH2:19][NH:18][CH2:23][CH2:22][C:21]=3[NH:9][C:5]=2[C:4]=1[S:11][CH2:12][CH2:13][CH2:14][Cl:15]. (10) Given the reactants [H-].[Na+].[C:3]([CH2:5][C:6]([O:8][C:9]([CH3:12])([CH3:11])[CH3:10])=[O:7])#[N:4].Cl[C:14]1[C:19]([F:20])=[CH:18][CH:17]=[CH:16][N:15]=1.O, predict the reaction product. The product is: [C:3]([CH:5]([C:14]1[C:19]([F:20])=[CH:18][CH:17]=[CH:16][N:15]=1)[C:6]([O:8][C:9]([CH3:12])([CH3:11])[CH3:10])=[O:7])#[N:4].